From a dataset of Serine/threonine kinase 33 screen with 319,792 compounds. Binary Classification. Given a drug SMILES string, predict its activity (active/inactive) in a high-throughput screening assay against a specified biological target. (1) The result is 0 (inactive). The compound is S(=O)(=O)(N(Cc1c(cccc1)C)c1ccc(C(=O)Nc2c(C(=O)N3CCCC3)cccc2)cc1)C. (2) The molecule is S(c1n(c(nn1)c1sccc1)C)Cc1sc2c(n1)cccc2. The result is 0 (inactive). (3) The compound is S(=O)(=O)(N1CCC(CC1)C(=O)NCc1ccc(OC)cc1)N1CCOCC1. The result is 0 (inactive). (4) The compound is s1c(CCOC(=O)C23CC4CC(C3)CC(C2)C4)c([n+](c1)Cc1c(nc(nc1)C)N)C. The result is 0 (inactive). (5) The molecule is O=C1N(C(=O)C2C1C(NC2CN(CC)C(=O)NC(C)C)(C)C(OC)=O)Cc1ccccc1. The result is 0 (inactive). (6) The compound is O=C1N(CC(C1)C(=O)Nc1c(cccc1C)C)C(C)C. The result is 0 (inactive). (7) The molecule is s1c(nnc1NC(=O)COCC)Cc1cc(OC)c(OC)cc1. The result is 0 (inactive).